The task is: Predict which catalyst facilitates the given reaction.. This data is from Catalyst prediction with 721,799 reactions and 888 catalyst types from USPTO. (1) Reactant: [F:1][C:2]1[CH:10]=[C:6]([C:7]([OH:9])=[O:8])[C:5]([NH2:11])=[CH:4][CH:3]=1.Cl[C:13](Cl)([O:15]C(=O)OC(Cl)(Cl)Cl)Cl. Product: [F:1][C:2]1[CH:3]=[CH:4][C:5]2[NH:11][C:13](=[O:15])[O:8][C:7](=[O:9])[C:6]=2[CH:10]=1. The catalyst class is: 7. (2) Reactant: [F:1][C:2]1[CH:7]=[C:6]([S:8]([CH3:11])(=[O:10])=[O:9])[CH:5]=[CH:4][C:3]=1[O:12]C.B(Br)(Br)Br. Product: [F:1][C:2]1[CH:7]=[C:6]([S:8]([CH3:11])(=[O:9])=[O:10])[CH:5]=[CH:4][C:3]=1[OH:12]. The catalyst class is: 4. (3) Reactant: [Br:1][C:2]1[CH:3]=[C:4]([CH:8]=[C:9]([Cl:11])[CH:10]=1)[C:5]([OH:7])=O.[NH2:12][C:13]1[CH:18]=[CH:17][CH:16]=[CH:15][C:14]=1[CH2:19][C:20]([O:22][C:23]([CH3:26])([CH3:25])[CH3:24])=[O:21].CN(C(ON1N=NC2C=CC=NC1=2)=[N+](C)C)C.F[P-](F)(F)(F)(F)F. Product: [Br:1][C:2]1[CH:3]=[C:4]([CH:8]=[C:9]([Cl:11])[CH:10]=1)[C:5]([NH:12][C:13]1[CH:18]=[CH:17][CH:16]=[CH:15][C:14]=1[CH2:19][C:20]([O:22][C:23]([CH3:26])([CH3:25])[CH3:24])=[O:21])=[O:7]. The catalyst class is: 3. (4) Reactant: Cl[C:2]1[CH:3]=[N:4][C:5]2[CH:6]=[C:7]([C:18]3[CH:23]=[CH:22][CH:21]=[C:20]([F:24])[CH:19]=3)[C:8]([O:16]C)=[C:9]([C:12]([O:14]C)=[O:13])[C:10]=2[N:11]=1.B(Br)(Br)[Br:26]. Product: [Br:26][C:2]1[CH:3]=[N:4][C:5]2[CH:6]=[C:7]([C:18]3[CH:23]=[CH:22][CH:21]=[C:20]([F:24])[CH:19]=3)[C:8]([OH:16])=[C:9]([C:12]([OH:14])=[O:13])[C:10]=2[N:11]=1. The catalyst class is: 4. (5) Reactant: [NH2:1][C:2]1[C:3]([Cl:9])=[N:4][CH:5]=[C:6]([Br:8])[CH:7]=1.C(N(CC)CC)C.[C:17](Cl)(=[O:19])[CH3:18]. Product: [Br:8][C:6]1[CH:7]=[C:2]([NH:1][C:17](=[O:19])[CH3:18])[C:3]([Cl:9])=[N:4][CH:5]=1. The catalyst class is: 4. (6) Reactant: Br[CH2:2][CH2:3][CH2:4][CH2:5][O:6][C:7]1[CH:12]=[CH:11][C:10]([C:13]2[N:17]=[C:16]([C:18]3[CH:19]=[CH:20][C:21]([O:26][CH:27]([CH3:29])[CH3:28])=[C:22]([CH:25]=3)[C:23]#[N:24])[O:15][N:14]=2)=[C:9]([Cl:30])[CH:8]=1.C(=O)([O-])[O-].[K+].[K+].Cl.[CH2:38]([NH2:40])[CH3:39]. Product: [Cl:30][C:9]1[CH:8]=[C:7]([O:6][CH2:5][CH2:4][CH2:3][CH2:2][NH:40][CH2:38][CH3:39])[CH:12]=[CH:11][C:10]=1[C:13]1[N:17]=[C:16]([C:18]2[CH:19]=[CH:20][C:21]([O:26][CH:27]([CH3:29])[CH3:28])=[C:22]([CH:25]=2)[C:23]#[N:24])[O:15][N:14]=1. The catalyst class is: 7. (7) Reactant: [CH3:1][C:2]([CH3:21])([CH2:6][C:7]1[CH:12]=[CH:11][CH:10]=[C:9]([O:13][CH2:14][C:15]2[CH:20]=[CH:19][CH:18]=[CH:17][CH:16]=2)[CH:8]=1)[C:3]([OH:5])=[O:4].[CH3:22]O. Product: [CH3:1][C:2]([CH3:21])([CH2:6][C:7]1[CH:12]=[CH:11][CH:10]=[C:9]([O:13][CH2:14][C:15]2[CH:20]=[CH:19][CH:18]=[CH:17][CH:16]=2)[CH:8]=1)[C:3]([O:5][CH3:22])=[O:4]. The catalyst class is: 561.